From a dataset of Full USPTO retrosynthesis dataset with 1.9M reactions from patents (1976-2016). Predict the reactants needed to synthesize the given product. Given the product [CH3:18][N:19]([CH3:21])[CH:20]=[C:8]([C:9]1[CH:10]=[N:11][CH:12]=[CH:13][CH:14]=1)[C:7]([C:6]1[CH:5]=[CH:4][O:3][C:2]=1[CH3:1])=[O:15], predict the reactants needed to synthesize it. The reactants are: [CH3:1][C:2]1[O:3][CH:4]=[CH:5][C:6]=1[C:7](=[O:15])[CH2:8][C:9]1[CH:10]=[N:11][CH:12]=[CH:13][CH:14]=1.CO[CH:18](OC)[N:19]([CH3:21])[CH3:20].